Task: Predict which catalyst facilitates the given reaction.. Dataset: Catalyst prediction with 721,799 reactions and 888 catalyst types from USPTO (1) Reactant: [NH:1]1[C:5]2=[CH:6][N:7]=[CH:8][CH:9]=[C:4]2[C:3]([C:10](=[O:12])[CH3:11])=[N:2]1.C(=O)([O-])[O-].[K+].[K+].Br[CH2:20][C:21]([O:23][C:24]([CH3:27])([CH3:26])[CH3:25])=[O:22].O. Product: [C:24]([O:23][C:21](=[O:22])[CH2:20][N:1]1[C:5]2=[CH:6][N:7]=[CH:8][CH:9]=[C:4]2[C:3]([C:10](=[O:12])[CH3:11])=[N:2]1)([CH3:27])([CH3:26])[CH3:25]. The catalyst class is: 23. (2) The catalyst class is: 40. Reactant: CS(O[CH2:6][CH:7]([CH2:10][N:11]([CH3:26])[CH2:12][CH2:13][CH2:14][CH2:15][CH2:16][CH2:17][CH2:18][CH2:19][CH2:20][CH2:21][CH2:22][CH2:23][CH2:24][CH3:25])[CH2:8][CH3:9])(=O)=O.[O-:27][S:28]([O-:30])=[O:29].[Na+].[Na+]. Product: [CH3:26][NH+:11]([CH2:10][CH:7]([CH2:8][CH3:9])[CH2:6][S:28]([O-:30])(=[O:29])=[O:27])[CH2:12][CH2:13][CH2:14][CH2:15][CH2:16][CH2:17][CH2:18][CH2:19][CH2:20][CH2:21][CH2:22][CH2:23][CH2:24][CH3:25]. (3) Reactant: [CH3:1][C:2]1[C:7]([OH:8])=[C:6]([C:9]2[CH:14]=[CH:13][N:12]=[CH:11][CH:10]=2)[CH:5]=[CH:4][CH:3]=1.[F:15][C:16]([F:29])([F:28])[S:17](O[S:17]([C:16]([F:29])([F:28])[F:15])(=[O:19])=[O:18])(=[O:19])=[O:18]. Product: [CH3:1][C:2]1[CH:3]=[CH:4][CH:5]=[C:6]([C:9]2[CH:14]=[CH:13][N:12]=[CH:11][CH:10]=2)[C:7]=1[O:8][S:17]([C:16]([F:29])([F:28])[F:15])(=[O:19])=[O:18]. The catalyst class is: 17.